Predict the product of the given reaction. From a dataset of Forward reaction prediction with 1.9M reactions from USPTO patents (1976-2016). (1) Given the reactants O[CH2:2][CH2:3][O:4][CH2:5][CH2:6][CH:7]([C:13]([N:15]([CH3:17])[CH3:16])=[O:14])[C:8]([N:10]([CH3:12])[CH3:11])=[O:9].P(Br)(Br)[Br:19].O, predict the reaction product. The product is: [Br:19][CH2:2][CH2:3][O:4][CH2:5][CH2:6][CH:7]([C:13]([N:15]([CH3:17])[CH3:16])=[O:14])[C:8]([N:10]([CH3:12])[CH3:11])=[O:9]. (2) The product is: [CH2:7]([O:6][P:4](/[CH:9]=[CH:10]\[C:11]1[C:12]([O:22][CH2:23][C:24]2[CH:47]=[CH:46][C:27]([O:28][CH2:29][C:30]3[N:31]=[C:32]([C:36]4[CH:37]=[C:38]([CH:43]=[CH:44][CH:45]=4)[C:39]([OH:41])=[O:40])[O:33][C:34]=3[CH3:35])=[C:26]([O:48][CH3:49])[CH:25]=2)=[N:13][N:14]([C:16]2[CH:17]=[CH:18][CH:19]=[CH:20][CH:21]=2)[CH:15]=1)([O:3][CH2:1][CH3:2])=[O:5])[CH3:8]. Given the reactants [CH2:1]([O:3][P:4](/[CH:9]=[CH:10]\[C:11]1[C:12]([O:22][CH2:23][C:24]2[CH:47]=[CH:46][C:27]([O:28][CH2:29][C:30]3[N:31]=[C:32]([C:36]4[CH:37]=[C:38]([CH:43]=[CH:44][CH:45]=4)[C:39]([O:41]C)=[O:40])[O:33][C:34]=3[CH3:35])=[C:26]([O:48][CH3:49])[CH:25]=2)=[N:13][N:14]([C:16]2[CH:21]=[CH:20][CH:19]=[CH:18][CH:17]=2)[CH:15]=1)([O:6][CH2:7][CH3:8])=[O:5])[CH3:2].O1CCCC1.[OH-].[Na+].Cl, predict the reaction product. (3) Given the reactants [NH2:1][C:2]1[O:3][CH2:4][C@:5]2([N:33]=1)[C:18]1[CH:17]=[C:16]([C:19]3[C:20]([F:25])=[N:21][CH:22]=[CH:23][CH:24]=3)[CH:15]=[CH:14][C:13]=1[O:12][C:11]1[C:6]2=[CH:7][C:8]([C:27]#[C:28][C:29]([CH3:32])([OH:31])[CH3:30])=[CH:9][C:10]=1[F:26].[H][H], predict the reaction product. The product is: [NH2:1][C:2]1[O:3][CH2:4][C@:5]2([N:33]=1)[C:18]1[CH:17]=[C:16]([C:19]3[C:20]([F:25])=[N:21][CH:22]=[CH:23][CH:24]=3)[CH:15]=[CH:14][C:13]=1[O:12][C:11]1[C:6]2=[CH:7][C:8]([CH2:27][CH2:28][C:29]([CH3:30])([OH:31])[CH3:32])=[CH:9][C:10]=1[F:26]. (4) Given the reactants Cl.[CH:2]1([CH2:5][O:6][C:7]2[CH:12]=[CH:11][C:10]([CH:13]([F:15])[F:14])=[CH:9][C:8]=2[C:16]2[C:17]3[NH:24][C:23]([CH3:25])=[C:22]([C:26]([NH:28][C@H:29]4[CH2:33][C@H:32]([CH3:34])[NH:31][CH2:30]4)=[O:27])[C:18]=3[N:19]=[CH:20][N:21]=2)[CH2:4][CH2:3]1.[C:35](Cl)(=[O:38])[CH2:36][CH3:37], predict the reaction product. The product is: [CH:2]1([CH2:5][O:6][C:7]2[CH:12]=[CH:11][C:10]([CH:13]([F:14])[F:15])=[CH:9][C:8]=2[C:16]2[C:17]3[NH:24][C:23]([CH3:25])=[C:22]([C:26]([NH:28][C@H:29]4[CH2:33][C@H:32]([CH3:34])[N:31]([C:35](=[O:38])[CH2:36][CH3:37])[CH2:30]4)=[O:27])[C:18]=3[N:19]=[CH:20][N:21]=2)[CH2:4][CH2:3]1.